From a dataset of Forward reaction prediction with 1.9M reactions from USPTO patents (1976-2016). Predict the product of the given reaction. (1) Given the reactants [CH:1]1([C:4]2[CH:5]=[C:6]([CH:12]=[C:13]([O:16][CH2:17][O:18][CH3:19])[C:14]=2I)[C:7]([O:9][CH2:10][CH3:11])=[O:8])[CH2:3][CH2:2]1.[F:20][C:21]1[CH:26]=[CH:25][C:24](B(O)O)=[CH:23][CH:22]=1.[F-].[Cs+].COCCOC, predict the reaction product. The product is: [CH:1]1([C:4]2[CH:5]=[C:6]([C:7]([O:9][CH2:10][CH3:11])=[O:8])[CH:12]=[C:13]([O:16][CH2:17][O:18][CH3:19])[C:14]=2[C:24]2[CH:25]=[CH:26][C:21]([F:20])=[CH:22][CH:23]=2)[CH2:3][CH2:2]1. (2) Given the reactants O[C:2]([C:13]1([C:16]([F:19])([F:18])[F:17])[CH2:15][CH2:14]1)=[C:3]1[C:8](=[O:9])[O:7][C:6]([CH3:11])([CH3:10])[O:5][C:4]1=[O:12].C(O)(=O)C.[BH4-].[Na+], predict the reaction product. The product is: [CH3:10][C:6]1([CH3:11])[O:5][C:4](=[O:12])[CH:3]([CH2:2][C:13]2([C:16]([F:19])([F:17])[F:18])[CH2:14][CH2:15]2)[C:8](=[O:9])[O:7]1. (3) Given the reactants [CH2:1]([O:3][C:4](=[O:20])/[CH:5]=[C:6](\[C:13]1[CH:18]=[CH:17][C:16](Br)=[CH:15][CH:14]=1)/[C:7]1[CH:12]=[CH:11][CH:10]=[CH:9][CH:8]=1)[CH3:2].[CH3:21][N:22]([CH3:26])[CH2:23][C:24]#[CH:25], predict the reaction product. The product is: [CH2:1]([O:3][C:4](=[O:20])/[CH:5]=[C:6](\[C:13]1[CH:18]=[CH:17][C:16]([C:25]#[C:24][CH2:23][N:22]([CH3:26])[CH3:21])=[CH:15][CH:14]=1)/[C:7]1[CH:12]=[CH:11][CH:10]=[CH:9][CH:8]=1)[CH3:2]. (4) Given the reactants [Br:1][C:2]1[CH:3]=[C:4]([CH:6]=[C:7]([CH3:9])[CH:8]=1)[NH2:5].Cl[C:11]1[N:16]=[C:15]([C:17]([F:20])([F:19])[F:18])[CH:14]=[CH:13][N:12]=1.CS(O)(=O)=O.[OH-].[Na+], predict the reaction product. The product is: [Br:1][C:2]1[CH:3]=[C:4]([NH:5][C:11]2[N:16]=[C:15]([C:17]([F:20])([F:19])[F:18])[CH:14]=[CH:13][N:12]=2)[CH:6]=[C:7]([CH3:9])[CH:8]=1. (5) The product is: [F:24][C:2]([F:1])([F:23])[C:3]1[CH:22]=[CH:21][CH:20]=[CH:19][C:4]=1[CH:5]([O:14][CH:15]1[CH2:18][N:17]([C:40]([NH:39][C:29]23[CH2:38][CH:33]4[CH2:32][CH:31]([CH2:37][CH:35]([CH2:34]4)[CH2:36]2)[CH2:30]3)=[O:41])[CH2:16]1)[C:6]1[CH:11]=[CH:10][C:9]([O:12][CH3:13])=[CH:8][CH:7]=1. Given the reactants [F:1][C:2]([F:24])([F:23])[C:3]1[CH:22]=[CH:21][CH:20]=[CH:19][C:4]=1[CH:5]([O:14][CH:15]1[CH2:18][NH:17][CH2:16]1)[C:6]1[CH:11]=[CH:10][C:9]([O:12][CH3:13])=[CH:8][CH:7]=1.C(=O)([O-])[O-].[C:29]12([N:39]=[C:40]=[O:41])[CH2:38][CH:33]3[CH2:34][CH:35]([CH2:37][CH:31]([CH2:32]3)[CH2:30]1)[CH2:36]2, predict the reaction product. (6) Given the reactants C=O.[O-:3][CH2:4]C.[Na+].[CH2:7]([O:9][C:10](=[O:19])[CH2:11][C:12]1[CH:17]=[CH:16][CH:15]=[C:14]([Br:18])[N:13]=1)[CH3:8].[C:20](OCC)(=[O:22])C, predict the reaction product. The product is: [CH2:7]([O:9][C:10](=[O:19])[C:11]([C:12]1[CH:17]=[CH:16][CH:15]=[C:14]([Br:18])[N:13]=1)([CH2:4][OH:3])[CH2:20][OH:22])[CH3:8].